This data is from Peptide-MHC class I binding affinity with 185,985 pairs from IEDB/IMGT. The task is: Regression. Given a peptide amino acid sequence and an MHC pseudo amino acid sequence, predict their binding affinity value. This is MHC class I binding data. (1) The peptide sequence is IQTSGTTTIF. The MHC is HLA-B15:01 with pseudo-sequence HLA-B15:01. The binding affinity (normalized) is 0.846. (2) The peptide sequence is HLLCQAFSV. The MHC is HLA-B18:01 with pseudo-sequence HLA-B18:01. The binding affinity (normalized) is 0.0847. (3) The peptide sequence is FAFCRITSF. The MHC is BoLA-AW10 with pseudo-sequence BoLA-AW10. The binding affinity (normalized) is 0.0641. (4) The peptide sequence is GMMQNDYGGM. The MHC is HLA-A68:02 with pseudo-sequence HLA-A68:02. The binding affinity (normalized) is 0.0589. (5) The peptide sequence is QPEKEIPEY. The MHC is HLA-B54:01 with pseudo-sequence HLA-B54:01. The binding affinity (normalized) is 0.0125. (6) The peptide sequence is GSQPGGPLK. The MHC is HLA-A03:01 with pseudo-sequence HLA-A03:01. The binding affinity (normalized) is 0.320. (7) The peptide sequence is YQSMIRPPY. The MHC is HLA-B53:01 with pseudo-sequence HLA-B53:01. The binding affinity (normalized) is 0.0847. (8) The peptide sequence is WEELGEEIRL. The MHC is H-2-Kk with pseudo-sequence H-2-Kk. The binding affinity (normalized) is 0.248. (9) The peptide sequence is AVRLVVGPL. The MHC is HLA-B48:01 with pseudo-sequence HLA-B48:01. The binding affinity (normalized) is 0.0847. (10) The peptide sequence is EELKSLYNTV. The MHC is HLA-B08:03 with pseudo-sequence HLA-B08:03. The binding affinity (normalized) is 0.0847.